From a dataset of NCI-60 drug combinations with 297,098 pairs across 59 cell lines. Regression. Given two drug SMILES strings and cell line genomic features, predict the synergy score measuring deviation from expected non-interaction effect. (1) Synergy scores: CSS=-1.94, Synergy_ZIP=2.10, Synergy_Bliss=2.29, Synergy_Loewe=-9.36, Synergy_HSA=-1.68. Cell line: EKVX. Drug 1: CC(C)NC(=O)C1=CC=C(C=C1)CNNC.Cl. Drug 2: C1CNP(=O)(OC1)N(CCCl)CCCl. (2) Drug 1: CC(C)NC(=O)C1=CC=C(C=C1)CNNC.Cl. Drug 2: CC1CCCC2(C(O2)CC(NC(=O)CC(C(C(=O)C(C1O)C)(C)C)O)C(=CC3=CSC(=N3)C)C)C. Cell line: HCT-15. Synergy scores: CSS=6.94, Synergy_ZIP=-7.15, Synergy_Bliss=-14.1, Synergy_Loewe=-36.4, Synergy_HSA=-13.1. (3) Drug 1: CN1CCC(CC1)COC2=C(C=C3C(=C2)N=CN=C3NC4=C(C=C(C=C4)Br)F)OC. Drug 2: CC1=CC2C(CCC3(C2CCC3(C(=O)C)OC(=O)C)C)C4(C1=CC(=O)CC4)C. Synergy scores: CSS=0.901, Synergy_ZIP=-0.641, Synergy_Bliss=-0.761, Synergy_Loewe=-8.40, Synergy_HSA=-3.46. Cell line: NCIH23. (4) Drug 1: C1=NNC2=C1C(=O)NC=N2. Drug 2: C1CN(P(=O)(OC1)NCCCl)CCCl. Cell line: HCT116. Synergy scores: CSS=-7.62, Synergy_ZIP=4.28, Synergy_Bliss=0.526, Synergy_Loewe=-3.74, Synergy_HSA=-6.88.